From a dataset of Catalyst prediction with 721,799 reactions and 888 catalyst types from USPTO. Predict which catalyst facilitates the given reaction. (1) Reactant: [CH2:1]([N:5]1[C:14]2[C:9](=[CH:10][CH:11]=[C:12]([C:15]([O:17][CH3:18])=[O:16])[CH:13]=2)[NH:8][CH2:7][CH2:6]1)[CH2:2][CH2:3][CH3:4].C(N(CC)CC)C.[CH3:26][S:27](Cl)(=[O:29])=[O:28]. Product: [CH2:1]([N:5]1[C:14]2[C:9](=[CH:10][CH:11]=[C:12]([C:15]([O:17][CH3:18])=[O:16])[CH:13]=2)[N:8]([S:27]([CH3:26])(=[O:29])=[O:28])[CH2:7][CH2:6]1)[CH2:2][CH2:3][CH3:4]. The catalyst class is: 2. (2) Reactant: [CH3:1][NH:2][C:3]([C:7]1[CH:12]=[CH:11][CH:10]=[CH:9][CH:8]=1)(C)[C:4]#[N:5].CC(C[AlH]CC(C)C)C. Product: [CH3:1][NH:2][CH:3]([C:7]1[CH:12]=[CH:11][CH:10]=[CH:9][CH:8]=1)[CH2:4][NH2:5]. The catalyst class is: 11. (3) Reactant: [O:1]=[C:2]1[CH2:11][C:10]2[CH:9]=[C:8]([S:12](Cl)(=[O:14])=[O:13])[CH:7]=[CH:6][C:5]=2[CH2:4][CH2:3]1.[CH3:16][NH2:17]. Product: [CH3:16][NH:17][S:12]([C:8]1[CH:7]=[CH:6][C:5]2[CH2:4][CH2:3][C:2](=[O:1])[CH2:11][C:10]=2[CH:9]=1)(=[O:14])=[O:13]. The catalyst class is: 2. (4) Product: [Br:1][C:2]1[C:10]2[C:6](=[CH:7][N:8]([CH3:12])[N:9]=2)[C:5]([CH3:11])=[CH:4][CH:3]=1. The catalyst class is: 10. Reactant: [Br:1][C:2]1[CH:3]=[CH:4][C:5]([CH3:11])=[C:6]2[C:10]=1[NH:9][N:8]=[CH:7]2.[C:12]([O-])([O-])=O.[Cs+].[Cs+].CI. (5) Reactant: [C:1]([O:7][C:8]([CH3:11])([CH3:10])[CH3:9])(=[O:6])[CH2:2][C:3]([CH3:5])=O.[F:12][C:13]1[CH:20]=[CH:19][C:16]([CH:17]=O)=[CH:15][CH:14]=1.[NH4+:21].[OH-:22]. Product: [F:12][C:13]1[CH:20]=[CH:19][C:16]([CH:17]2[C:2]([C:1]([O:7][C:8]([CH3:11])([CH3:10])[CH3:9])=[O:6])=[C:3]([CH3:5])[NH:21][C:3]([CH3:5])=[C:2]2[C:1]([O:7][C:8]([CH3:11])([CH3:10])[CH3:9])=[O:22])=[CH:15][CH:14]=1. The catalyst class is: 271. (6) Reactant: Br[C:2]1[N:3]=[CH:4][S:5][C:6]=1[NH:7][C:8](=[O:14])[O:9][C:10]([CH3:13])([CH3:12])[CH3:11].O1[CH2:20][CH2:19]OCC1. Product: [N:3]1[CH:20]=[CH:19][N:7]=[CH:6][C:2]=1[C:2]1[N:3]=[CH:4][S:5][C:6]=1[NH:7][C:8](=[O:14])[O:9][C:10]([CH3:13])([CH3:12])[CH3:11]. The catalyst class is: 73.